From a dataset of Reaction yield outcomes from USPTO patents with 853,638 reactions. Predict the reaction yield, written as a fraction of the theoretical maximum amount of product (1.0 means a 100% yield; for example, 0.34 means a 34% yield). (1) The reactants are [F:1][C:2]1[CH:7]=[CH:6][C:5]([S:8]([N:11]2[C:15]([C:16]3[CH:21]=[CH:20][CH:19]=[CH:18][C:17]=3[C:22]([F:25])([F:24])[F:23])=[CH:14][C:13]([CH:26]=O)=[CH:12]2)(=[O:10])=[O:9])=[CH:4][CH:3]=1.[Cl-:28].C[NH3+].[C:31]([BH3-])#[N:32].[Na+]. No catalyst specified. The product is [ClH:28].[F:1][C:2]1[CH:7]=[CH:6][C:5]([S:8]([N:11]2[C:15]([C:16]3[CH:21]=[CH:20][CH:19]=[CH:18][C:17]=3[C:22]([F:25])([F:24])[F:23])=[CH:14][C:13]([CH2:26][NH:32][CH3:31])=[CH:12]2)(=[O:10])=[O:9])=[CH:4][CH:3]=1. The yield is 0.530. (2) The reactants are CC1(C)C(C)(C)OB([C:9]2[CH:18]=[C:17]3[C:12]([CH:13]=[C:14]([NH:19][C:20]([CH:22]4[CH2:24][CH2:23]4)=[O:21])[N:15]=[CH:16]3)=[CH:11][CH:10]=2)O1.Cl[C:27]1[CH:34]=[C:33]([OH:35])[CH:32]=[CH:31][C:28]=1[C:29]#[N:30].C(=O)([O-])[O-].[Na+].[Na+]. The catalyst is C(#N)C.C(OCC)(=O)C.CC(P(C(C)(C)C)C1C=CC(N(C)C)=CC=1)(C)C.CC(P(C(C)(C)C)C1C=CC(N(C)C)=CC=1)(C)C.Cl[Pd]Cl. The product is [C:29]([C:28]1[CH:27]=[CH:34][C:33]([OH:35])=[CH:32][C:31]=1[C:9]1[CH:18]=[C:17]2[C:12]([CH:13]=[C:14]([NH:19][C:20]([CH:22]3[CH2:23][CH2:24]3)=[O:21])[N:15]=[CH:16]2)=[CH:11][CH:10]=1)#[N:30]. The yield is 0.600. (3) The product is [OH:38][C@@:31]1([C:29]#[C:30][C:2]2[CH:3]=[C:4]([N:8]3[C:16]4[CH2:15][CH2:14][N:13]([C:17]([O:19][C:20]([CH3:21])([CH3:23])[CH3:22])=[O:18])[CH2:12][C:11]=4[C:10]([C:24]([O:26][CH2:27][CH3:28])=[O:25])=[N:9]3)[CH:5]=[CH:6][CH:7]=2)[CH2:35][CH2:34][N:33]([CH3:36])[C:32]1=[O:37]. The reactants are Br[C:2]1[CH:3]=[C:4]([N:8]2[C:16]3[CH2:15][CH2:14][N:13]([C:17]([O:19][C:20]([CH3:23])([CH3:22])[CH3:21])=[O:18])[CH2:12][C:11]=3[C:10]([C:24]([O:26][CH2:27][CH3:28])=[O:25])=[N:9]2)[CH:5]=[CH:6][CH:7]=1.[C:29]([C@:31]1([OH:38])[CH2:35][CH2:34][N:33]([CH3:36])[C:32]1=[O:37])#[CH:30]. The yield is 0.910. No catalyst specified. (4) The reactants are [Cl:1][C:2]1[CH:10]=[CH:9][CH:8]=[C:7]2[C:3]=1[C:4]([C:15]([OH:17])=O)=[CH:5][N:6]2[CH:11]1[CH2:14][O:13][CH2:12]1.C1C=CC2N(O)N=NC=2C=1.CCN(C(C)C)C(C)C.CCN=C=NCCCN(C)C.[NH2:48][CH2:49][C@:50]1([OH:57])[CH2:55][CH2:54][CH2:53][C@H:52]([CH3:56])[CH2:51]1. The product is [Cl:1][C:2]1[CH:10]=[CH:9][CH:8]=[C:7]2[C:3]=1[C:4]([C:15]([NH:48][CH2:49][C@:50]1([OH:57])[CH2:55][CH2:54][CH2:53][C@H:52]([CH3:56])[CH2:51]1)=[O:17])=[CH:5][N:6]2[CH:11]1[CH2:12][O:13][CH2:14]1. The catalyst is C(Cl)Cl. The yield is 0.500. (5) The reactants are [Cl:1][C:2]1[C:11]2[C:6](=[CH:7][C:8]([O:14][CH2:15][CH2:16][CH2:17][N:18]3[CH2:23][CH2:22][N:21]([CH3:24])[CH2:20][CH2:19]3)=[C:9]([O:12][CH3:13])[CH:10]=2)[N:5]=[CH:4][N:3]=1.[S:25]1[C:29]2[CH:30]=[C:31]([NH2:34])[CH:32]=[CH:33][C:28]=2[N:27]=[C:26]1[NH2:35].Cl. The catalyst is C(O)CCC.O1CCOCC1. The product is [ClH:1].[CH3:13][O:12][C:9]1[CH:10]=[C:11]2[C:6](=[CH:7][C:8]=1[O:14][CH2:15][CH2:16][CH2:17][N:18]1[CH2:23][CH2:22][N:21]([CH3:24])[CH2:20][CH2:19]1)[N:5]=[CH:4][N:3]=[C:2]2[NH:34][C:31]1[CH:32]=[CH:33][C:28]2[N:27]=[C:26]([NH2:35])[S:25][C:29]=2[CH:30]=1. The yield is 0.970. (6) The reactants are C([N:8]1[CH2:13][CH2:12][CH:11]([CH3:14])[CH:10]([N:15]([CH3:25])[C:16]2[C:17]3[CH:24]=[CH:23][NH:22][C:18]=3[N:19]=[CH:20][N:21]=2)[CH2:9]1)C1C=CC=CC=1. The catalyst is C(O)C.[OH-].[OH-].[Pd+2]. The product is [CH3:25][N:15]([CH:10]1[CH:11]([CH3:14])[CH2:12][CH2:13][NH:8][CH2:9]1)[C:16]1[C:17]2[CH:24]=[CH:23][NH:22][C:18]=2[N:19]=[CH:20][N:21]=1. The yield is 0.900.